Dataset: Reaction yield outcomes from USPTO patents with 853,638 reactions. Task: Predict the reaction yield, written as a fraction of the theoretical maximum amount of product (1.0 means a 100% yield; for example, 0.34 means a 34% yield). The reactants are F[C:2]1[CH:7]=[CH:6][CH:5]=[C:4]([F:8])[N:3]=1.[OH:9][CH2:10][C:11]1[CH:18]=[CH:17][C:14]([C:15]#[N:16])=[CH:13][CH:12]=1.[H-].[Na+]. The catalyst is CN(C)C=O. The product is [F:8][C:4]1[N:3]=[C:2]([O:9][CH2:10][C:11]2[CH:18]=[CH:17][C:14]([C:15]#[N:16])=[CH:13][CH:12]=2)[CH:7]=[CH:6][CH:5]=1. The yield is 0.610.